This data is from Peptide-MHC class II binding affinity with 134,281 pairs from IEDB. The task is: Regression. Given a peptide amino acid sequence and an MHC pseudo amino acid sequence, predict their binding affinity value. This is MHC class II binding data. (1) The peptide sequence is KNWMTETLLVQNANPDCKTI. The MHC is DRB1_1602 with pseudo-sequence DRB1_1602. The binding affinity (normalized) is 0.637. (2) The peptide sequence is NKIKQKTKQIGNRPG. The MHC is DRB3_0101 with pseudo-sequence DRB3_0101. The binding affinity (normalized) is 0.176. (3) The peptide sequence is QVAQYKALPVVLENA. The MHC is HLA-DQA10101-DQB10501 with pseudo-sequence HLA-DQA10101-DQB10501. The binding affinity (normalized) is 0.439. (4) The peptide sequence is PDKPSLDISLETVAID. The MHC is DRB4_0103 with pseudo-sequence DRB4_0103. The binding affinity (normalized) is 0. (5) The peptide sequence is TKKGNVWEVKSSKPLVGPFN. The MHC is DRB1_0701 with pseudo-sequence DRB1_0701. The binding affinity (normalized) is 0.543. (6) The peptide sequence is HPQDGDALTLRTATN. The MHC is DRB3_0101 with pseudo-sequence DRB3_0101. The binding affinity (normalized) is 0.405.